This data is from Forward reaction prediction with 1.9M reactions from USPTO patents (1976-2016). The task is: Predict the product of the given reaction. (1) Given the reactants [Si:1]([O:8][C@H:9]1[CH2:18][C:17]2([CH2:20][CH2:19]2)[CH2:16][C:15]2[N:14]=[C:13]([CH:21]3[CH2:25][CH2:24][CH2:23][CH2:22]3)[C:12]([C:26]([C:28]3[CH:33]=[CH:32][C:31]([C:34]([F:37])([F:36])[F:35])=[CH:30][CH:29]=3)=[O:27])=[C:11]([CH:38]3[CH2:42][CH2:41][CH2:40][CH2:39]3)[C:10]1=2)([C:4]([CH3:7])([CH3:6])[CH3:5])([CH3:3])[CH3:2].[H-].C([Al+]CC(C)C)C(C)C.C(C(C(C([O-])=O)O)O)([O-])=O.[Na+].[K+], predict the reaction product. The product is: [Si:1]([O:8][C@H:9]1[CH2:18][C:17]2([CH2:20][CH2:19]2)[CH2:16][C:15]2[N:14]=[C:13]([CH:21]3[CH2:22][CH2:23][CH2:24][CH2:25]3)[C:12]([C@H:26]([C:28]3[CH:29]=[CH:30][C:31]([C:34]([F:37])([F:35])[F:36])=[CH:32][CH:33]=3)[OH:27])=[C:11]([CH:38]3[CH2:39][CH2:40][CH2:41][CH2:42]3)[C:10]1=2)([C:4]([CH3:7])([CH3:6])[CH3:5])([CH3:3])[CH3:2]. (2) Given the reactants [Br:1][C:2]1[CH:3]=[CH:4][C:5]([Cl:11])=[C:6]([CH:10]=1)[C:7]([OH:9])=O.CN(C(ON1N=NC2C=CC=NC1=2)=[N+](C)C)C.F[P-](F)(F)(F)(F)F.CCN(C(C)C)C(C)C.[I-].[CH2:46]([N+:50]1[N:54]=[C:53]([CH3:55])[S:52][C:51]=1[CH3:56])[CH2:47][CH2:48][CH3:49], predict the reaction product. The product is: [Br:1][C:2]1[CH:3]=[CH:4][C:5]([Cl:11])=[C:6]([C:7](=[O:9])/[CH:56]=[C:51]2\[S:52][C:53]([CH3:55])=[N:54][N:50]\2[CH2:46][CH2:47][CH2:48][CH3:49])[CH:10]=1. (3) Given the reactants IC1C2C(=NC3C(C=2)=CC=CC=3)C(C(OC)=O)=CC=1.[I:20][C:21]1[CH:34]=[CH:33][CH:32]=[C:31]2[C:22]=1[NH:23][C:24]1[C:25]([C:35]([O:37][CH3:38])=[O:36])=[CH:26][CH:27]=[CH:28][C:29]=1[CH2:30]2, predict the reaction product. The product is: [I:20][C:21]1[CH:34]=[CH:33][CH:32]=[C:31]2[C:22]=1[N:23]=[C:24]1[C:29](=[CH:30]2)[CH:28]=[CH:27][CH:26]=[C:25]1[C:35]([O:37][CH3:38])=[O:36]. (4) Given the reactants [Cl:1][CH2:2][C:3](Cl)=[O:4].[Cl-].[Al+3].[Cl-].[Cl-].[F:10][C:11]([F:26])([F:25])[C:12]([N:14]1[CH2:20][CH2:19][C:18]2[CH:21]=[CH:22][CH:23]=[CH:24][C:17]=2[CH2:16][CH2:15]1)=[O:13].Cl, predict the reaction product. The product is: [Cl:1][CH2:2][C:3]([C:23]1[CH:22]=[CH:21][C:18]2[CH2:19][CH2:20][N:14]([C:12](=[O:13])[C:11]([F:25])([F:10])[F:26])[CH2:15][CH2:16][C:17]=2[CH:24]=1)=[O:4]. (5) Given the reactants [OH:1][C:2]1[C:3]([CH:12]2[C:20]3[C:15](=[CH:16][CH:17]=[C:18]4[N:23]=[CH:22][S:21][C:19]4=3)[N:14]([CH2:24][CH2:25][CH:26]([CH3:28])[CH3:27])[C:13]2=[O:29])=[CH:4][C:5]2[O:10][CH2:9][CH2:8][O:7][C:6]=2[CH:11]=1.[C:30]1(C(C2C=CC=CC=2)N2C3C(=CC=CC=3)C(C3C=C(C)C(OC)=CC=3O)C2=O)C=CC=CC=1, predict the reaction product. The product is: [CH2:24]([N:14]1[C:15]2[C:20](=[C:19]3[S:21][CH:22]=[N:23][C:18]3=[CH:17][CH:16]=2)[C:12]2([C:3]3=[CH:4][C:5]4[O:10][CH2:9][CH2:8][O:7][C:6]=4[CH:11]=[C:2]3[O:1][CH2:30]2)[C:13]1=[O:29])[CH2:25][CH:26]([CH3:27])[CH3:28]. (6) Given the reactants [Cl:1][C:2]1[CH:3]=[C:4]([Cl:23])[C:5]2[N:6]([C:8]([CH2:19][C:20](O)=[O:21])=[C:9]([C:11]3[CH:16]=[CH:15][C:14]([O:17][CH3:18])=[CH:13][CH:12]=3)[N:10]=2)[CH:7]=1.[C:24]([C:31]1[NH:32][CH:33]=C[N:35]=1)([C:26]1NC=CN=1)=O.CN(C=O)C.NC1[C:43]([Cl:48])=[N:44]C=CC=1, predict the reaction product. The product is: [Cl:1][C:2]1[CH:3]=[C:4]([Cl:23])[C:5]2[N:6]([C:8]([CH2:19][C:20]([N:24]([C:31]3[N:35]=[N:44][C:43]([Cl:48])=[CH:33][CH:32]=3)[CH3:26])=[O:21])=[C:9]([C:11]3[CH:12]=[CH:13][C:14]([O:17][CH3:18])=[CH:15][CH:16]=3)[N:10]=2)[CH:7]=1. (7) Given the reactants [F:1][C:2]([F:20])([F:19])[C:3]1[CH:8]=[CH:7][C:6]([CH:9]2[C:18]3[C:13](=[CH:14][CH:15]=[CH:16][CH:17]=3)[CH2:12][CH2:11][NH:10]2)=[CH:5][CH:4]=1.CCN(C(C)C)C(C)C.[CH2:30]([N:37]=[C:38]=[O:39])[C:31]1[CH:36]=[CH:35][CH:34]=[CH:33][CH:32]=1, predict the reaction product. The product is: [CH2:30]([NH:37][C:38]([N:10]1[CH2:11][CH2:12][C:13]2[C:18](=[CH:17][CH:16]=[CH:15][CH:14]=2)[CH:9]1[C:6]1[CH:5]=[CH:4][C:3]([C:2]([F:1])([F:19])[F:20])=[CH:8][CH:7]=1)=[O:39])[C:31]1[CH:36]=[CH:35][CH:34]=[CH:33][CH:32]=1.